This data is from Full USPTO retrosynthesis dataset with 1.9M reactions from patents (1976-2016). The task is: Predict the reactants needed to synthesize the given product. (1) Given the product [F:23][C:9]([F:8])([F:22])[C:10]1[S:14][C:13]2[CH:15]=[CH:16][CH:17]=[C:18]([C:19]([O:21][CH3:1])=[O:20])[C:12]=2[CH:11]=1, predict the reactants needed to synthesize it. The reactants are: [CH3:1][Si](C=[N+]=[N-])(C)C.[F:8][C:9]([F:23])([F:22])[C:10]1[S:14][C:13]2[CH:15]=[CH:16][CH:17]=[C:18]([C:19]([OH:21])=[O:20])[C:12]=2[CH:11]=1. (2) Given the product [CH:12]1([CH2:11][N:4]2[CH:5]=[C:6]([O:9][CH3:10])[C:7](=[O:8])[C:2]([C:25]3[N:21]([C:15]4[CH:16]=[CH:17][CH:18]=[CH:19][CH:20]=4)[N:22]=[CH:23][CH:24]=3)=[N:3]2)[CH2:14][CH2:13]1, predict the reactants needed to synthesize it. The reactants are: Cl[C:2]1[C:7](=[O:8])[C:6]([O:9][CH3:10])=[CH:5][N:4]([CH2:11][CH:12]2[CH2:14][CH2:13]2)[N:3]=1.[C:15]1([N:21]2[C:25](B3OC(C)(C)C(C)(C)O3)=[CH:24][CH:23]=[N:22]2)[CH:20]=[CH:19][CH:18]=[CH:17][CH:16]=1.C(=O)([O-])[O-].[K+].[K+]. (3) Given the product [N+:17]([C:20]1[CH:27]=[CH:26][CH:25]=[CH:24][C:21]=1[CH2:22][NH:1][C:2]1[CH:16]=[CH:15][C:5]2[C:6](=[O:14])[NH:7][C:8]3[C:13]([C:4]=2[CH:3]=1)=[CH:12][CH:11]=[CH:10][N:9]=3)([O-:19])=[O:18], predict the reactants needed to synthesize it. The reactants are: [NH2:1][C:2]1[CH:16]=[CH:15][C:5]2[C:6](=[O:14])[NH:7][C:8]3[C:13]([C:4]=2[CH:3]=1)=[CH:12][CH:11]=[CH:10][N:9]=3.[N+:17]([C:20]1[CH:27]=[CH:26][CH:25]=[CH:24][C:21]=1[CH2:22]Br)([O-:19])=[O:18]. (4) Given the product [Cl:1][C:2]1[CH:3]=[CH:4][CH:5]=[C:6]2[C:10]=1[C:9](=[O:11])[N:8]([C:12]1[CH:34]=[CH:33][CH:32]=[C:14]([C:15]([N:17]3[CH2:43][CH2:42][N:41]([C:36]4[N:35]=[CH:40][CH:39]=[CH:38][N:37]=4)[CH2:46][CH2:45]3)=[O:16])[CH:13]=1)[CH2:7]2, predict the reactants needed to synthesize it. The reactants are: [Cl:1][C:2]1[CH:3]=[CH:4][CH:5]=[C:6]2[C:10]=1[C:9](=[O:11])[N:8]([C:12]1[CH:13]=[C:14]([CH:32]=[CH:33][CH:34]=1)[C:15]([NH:17]CCC1CCN(C3C=CN=CC=3)CC1)=[O:16])[CH2:7]2.[N:35]1[CH:40]=[CH:39][CH:38]=[N:37][C:36]=1[N:41]1[CH2:46][CH2:45]N[CH2:43][CH2:42]1.ClC1C=CC=C2C=1C(=O)N(C1C=C(C=CC=1)C(O)=O)C2. (5) Given the product [Cl:1][C:2]1[CH:3]=[C:4]2[C:8](=[CH:9][CH:10]=1)[N:7]([C:11]([C:13]1[CH:14]=[C:15]3[C:20](=[CH:21][C:22]=1[CH3:23])[N:19]1[C:24]([CH:27]([CH:29]4[CH2:31][CH2:30]4)[F:42])=[N:25][N:26]=[C:18]1[C:17](=[O:32])[NH:16]3)=[O:12])[CH2:6][CH2:5]2, predict the reactants needed to synthesize it. The reactants are: [Cl:1][C:2]1[CH:3]=[C:4]2[C:8](=[CH:9][CH:10]=1)[N:7]([C:11]([C:13]1[CH:14]=[C:15]3[C:20](=[CH:21][C:22]=1[CH3:23])[N:19]1[C:24]([CH:27]([CH:29]4[CH2:31][CH2:30]4)O)=[N:25][N:26]=[C:18]1[C:17](=[O:32])[NH:16]3)=[O:12])[CH2:6][CH2:5]2.ClCCl.C(N(S(F)(F)[F:42])CC)C.C(=O)([O-])O.[Na+]. (6) Given the product [NH2:1][C:2]1[N:3]=[C:4]([NH:17][CH:18]2[CH2:19][CH2:20][N:21]([C:24](=[O:32])[C:25]3[CH:30]=[CH:29][C:28]([Br:55])=[CH:27][CH:26]=3)[CH2:23]2)[S:5][C:6]=1[C:7]([C:9]1[C:10]([F:16])=[CH:11][CH:12]=[CH:13][C:14]=1[F:15])=[O:8], predict the reactants needed to synthesize it. The reactants are: [NH2:1][C:2]1[N:3]=[C:4]([NH:17][CH:18]2[CH2:23]C[N:21]([C:24](=[O:32])[C:25]3[CH:30]=[CH:29][C:28](I)=[CH:27][CH:26]=3)[CH2:20][CH2:19]2)[S:5][C:6]=1[C:7]([C:9]1[C:14]([F:15])=[CH:13][CH:12]=[CH:11][C:10]=1[F:16])=[O:8].NC1N=C(NC2CCNC2)SC=1C(C1C(F)=CC=CC=1F)=O.[Br:55]C1C=CC(C(Cl)=O)=CC=1. (7) The reactants are: Br[C:2]1[CH:7]=[CH:6][C:5]([CH:8]([O:13][Si:14]([C:17]([CH3:20])([CH3:19])[CH3:18])([CH3:16])[CH3:15])[C:9]([CH3:12])([CH3:11])[CH3:10])=[CH:4][CH:3]=1.[C:21](=[O:24])([O-])[O-:22].[Cs+].[Cs+].[CH:27]([N:30](C(C)C)CC)(C)[CH3:28].[CH3:36][CH:37](C1C=C(C(C)C)C(C2C=CC=CC=2P(C2CCCCC2)C2CCCCC2)=C(C(C)C)C=1)C. Given the product [Si:14]([O:13][CH:8]([C:5]1[CH:6]=[CH:7][C:2]([NH:30][CH2:27][CH2:28][C:21]([O:22][CH2:36][CH3:37])=[O:24])=[CH:3][CH:4]=1)[C:9]([CH3:12])([CH3:11])[CH3:10])([C:17]([CH3:20])([CH3:19])[CH3:18])([CH3:16])[CH3:15], predict the reactants needed to synthesize it. (8) Given the product [C:34]([NH:33][C@H:32]1[C:28]2([CH2:27][CH2:26]2)[CH2:29][N:30]([C:9]2[CH:8]=[CH:7][C:3]([C:4]([NH2:6])=[O:5])=[C:2]([NH:23][C:22]3[CH:21]=[CH:20][C:19]([CH2:18][CH2:17][N:12]4[CH2:16][CH2:15][CH2:14][CH2:13]4)=[CH:25][CH:24]=3)[N:10]=2)[CH2:31]1)(=[O:40])[CH:41]=[CH2:42], predict the reactants needed to synthesize it. The reactants are: Cl[C:2]1[N:10]=[C:9](Cl)[CH:8]=[CH:7][C:3]=1[C:4]([NH2:6])=[O:5].[N:12]1([CH2:17][CH2:18][C:19]2[CH:25]=[CH:24][C:22]([NH2:23])=[CH:21][CH:20]=2)[CH2:16][CH2:15][CH2:14][CH2:13]1.[CH2:26]1[C:28]2([C@H:32]([NH:33][C:34](=[O:40])OC(C)(C)C)[CH2:31][NH:30][CH2:29]2)[CH2:27]1.[C:41](O)(=O)[CH:42]=C. (9) Given the product [CH3:20][N:3]([CH3:2])[C:4]1([C:14]2[CH:19]=[CH:18][CH:17]=[CH:16][CH:15]=2)[CH2:5][CH2:6][CH:7]([CH2:10][C:11]([NH:38][CH:39]([CH3:44])[CH2:40][C:41]2[C:31]3[C:30](=[CH:35][CH:34]=[CH:33][CH:32]=3)[NH:29][CH:28]=2)=[O:13])[CH2:8][CH2:9]1, predict the reactants needed to synthesize it. The reactants are: Cl.[CH3:2][N:3]([CH3:20])[C:4]1([C:14]2[CH:19]=[CH:18][CH:17]=[CH:16][CH:15]=2)[CH2:9][CH2:8][CH:7]([CH2:10][C:11]([OH:13])=O)[CH2:6][CH2:5]1.C1(N=[C:28]=[N:29][CH:30]2[CH2:35][CH2:34][CH2:33][CH2:32][CH2:31]2)CCCCC1.C([NH:38][CH:39]1[CH2:44]CC[CH2:41][CH2:40]1)([NH:38][CH:39]1[CH2:44]CC[CH2:41][CH2:40]1)=O.[OH-].[Na+].